From a dataset of Forward reaction prediction with 1.9M reactions from USPTO patents (1976-2016). Predict the product of the given reaction. (1) Given the reactants N#N.C(OC(=O)[NH:9][C@@H:10]([C:19]1[NH:23][C:22]2[CH:24]=[CH:25][CH:26]=[CH:27][C:21]=2[N:20]=1)[CH2:11][C:12]1[CH:17]=[CH:16][C:15]([Cl:18])=[CH:14][CH:13]=1)(C)(C)C.[ClH:29], predict the reaction product. The product is: [ClH:18].[ClH:29].[NH:20]1[C:21]2[CH:27]=[CH:26][CH:25]=[CH:24][C:22]=2[N:23]=[C:19]1[C@H:10]([NH2:9])[CH2:11][C:12]1[CH:17]=[CH:16][C:15]([Cl:18])=[CH:14][CH:13]=1. (2) Given the reactants [CH:1]([C:3]1[CH:8]=[CH:7][C:6]([C:9]#[C:10][C:11]2[CH:36]=[CH:35][C:14]([C:15]([N:17]([CH3:34])[C@:18]([CH3:33])([C:23]([NH:25][O:26][CH:27]3[CH2:32][CH2:31][CH2:30][CH2:29][O:28]3)=[O:24])[C:19]([NH:21][CH3:22])=[O:20])=[O:16])=[CH:13][CH:12]=2)=[CH:5][CH:4]=1)=O.Cl.[CH3:38][O:39][CH:40]1[CH2:45][CH2:44][NH:43][CH2:42][CH2:41]1, predict the reaction product. The product is: [CH3:38][O:39][CH:40]1[CH2:45][CH2:44][N:43]([CH2:1][C:3]2[CH:4]=[CH:5][C:6]([C:9]#[C:10][C:11]3[CH:12]=[CH:13][C:14]([C:15]([N:17]([CH3:34])[C@:18]([CH3:33])([C:23]([NH:25][O:26][CH:27]4[CH2:32][CH2:31][CH2:30][CH2:29][O:28]4)=[O:24])[C:19]([NH:21][CH3:22])=[O:20])=[O:16])=[CH:35][CH:36]=3)=[CH:7][CH:8]=2)[CH2:42][CH2:41]1. (3) Given the reactants [CH2:1]([O:8][C:9]([N:11]1[CH2:15][C@@H:14](OS(C)(=O)=O)[C@H:13]2[O:21][CH2:22][C:23]([O:26][CH3:27])([O:24][CH3:25])[C@@H:12]12)=[O:10])[C:2]1[CH:7]=[CH:6][CH:5]=[CH:4][CH:3]=1.[Cl-:28].[Li+], predict the reaction product. The product is: [CH2:1]([O:8][C:9]([N:11]1[CH2:15][C@H:14]([Cl:28])[C@H:13]2[O:21][CH2:22][C:23]([O:26][CH3:27])([O:24][CH3:25])[C@@H:12]12)=[O:10])[C:2]1[CH:7]=[CH:6][CH:5]=[CH:4][CH:3]=1. (4) The product is: [C:7]([NH:11][C:12]1[N:3]2[NH:4][CH:5]=[N:6][C:2]2=[N:1][C:17]=1[C:16]1[CH:19]=[CH:20][CH:21]=[C:22]([O:23][CH3:24])[C:15]=1[O:14][CH3:13])([CH3:10])([CH3:9])[CH3:8]. Given the reactants [NH2:1][C:2]1[N:6]=[CH:5][NH:4][N:3]=1.[C:7]([N+:11]#[C-:12])([CH3:10])([CH3:9])[CH3:8].[CH3:13][O:14][C:15]1[C:22]([O:23][CH3:24])=[CH:21][CH:20]=[CH:19][C:16]=1[CH:17]=O, predict the reaction product. (5) Given the reactants [N:1]1([C:6]([C:8]2[CH:13]=[CH:12][C:11](B(O)O)=[CH:10][CH:9]=2)=[O:7])[CH2:5][CH2:4][CH2:3][CH2:2]1.Br[C:18]1[CH:23]=[CH:22][C:21]([C:24]2[O:25][C:26]([CH3:37])=[C:27]([CH2:29][CH2:30][N:31]3[CH2:35][CH2:34][CH2:33][C@H:32]3[CH3:36])[N:28]=2)=[CH:20][CH:19]=1, predict the reaction product. The product is: [CH3:37][C:26]1[O:25][C:24]([C:21]2[CH:22]=[CH:23][C:18]([C:11]3[CH:12]=[CH:13][C:8]([C:6]([N:1]4[CH2:5][CH2:4][CH2:3][CH2:2]4)=[O:7])=[CH:9][CH:10]=3)=[CH:19][CH:20]=2)=[N:28][C:27]=1[CH2:29][CH2:30][N:31]1[CH2:35][CH2:34][CH2:33][C@H:32]1[CH3:36]. (6) Given the reactants CO[C:3](=[O:24])[C:4]1[CH:9]=[CH:8][C:7](/[CH:10]=[CH:11]/[C:12]2[C:13]([C:18]3[CH:23]=[CH:22][CH:21]=[CH:20][CH:19]=3)=[N:14][O:15][C:16]=2[CH3:17])=[N:6][CH:5]=1.[CH3:25][CH:26]([NH2:29])[CH2:27][OH:28], predict the reaction product. The product is: [OH:28][CH2:27][CH:26]([NH:29][C:3](=[O:24])[C:4]1[CH:9]=[CH:8][C:7](/[CH:10]=[CH:11]/[C:12]2[C:13]([C:18]3[CH:19]=[CH:20][CH:21]=[CH:22][CH:23]=3)=[N:14][O:15][C:16]=2[CH3:17])=[N:6][CH:5]=1)[CH3:25]. (7) Given the reactants [Cl:1][C:2]1[CH:3]=[C:4]([CH:25]=[C:26]([Cl:28])[CH:27]=1)[CH2:5][O:6][C:7]([NH:9][CH:10]1[CH2:16][CH:15]2[N:17](C(OC(C)(C)C)=O)[CH:12]([CH2:13][CH2:14]2)[CH2:11]1)=[O:8].Cl, predict the reaction product. The product is: [ClH:1].[CH:15]12[NH:17][CH:12]([CH2:13][CH2:14]1)[CH2:11][CH:10]([NH:9][C:7](=[O:8])[O:6][CH2:5][C:4]1[CH:3]=[C:2]([Cl:1])[CH:27]=[C:26]([Cl:28])[CH:25]=1)[CH2:16]2. (8) The product is: [F:50][CH:48]([F:49])[C:46]1[CH:45]=[CH:44][N:43]=[C:42]([NH:41][C:36]2[CH:35]=[C:34]([C:32]3[CH:31]=[N:30][N:29]([CH2:28][CH2:27][NH:26][C:13]([CH:10]4[CH2:12][CH2:11]4)=[O:15])[CH:33]=3)[CH:39]=[C:38]([CH3:40])[CH:37]=2)[N:47]=1. Given the reactants C(N(CC)C(C)C)(C)C.[CH:10]1([C:13]([OH:15])=O)[CH2:12][CH2:11]1.[Cl-].ClC1N(C)CC[NH+]1C.Cl.[NH2:26][CH2:27][CH2:28][N:29]1[CH:33]=[C:32]([C:34]2[CH:35]=[C:36]([NH:41][C:42]3[N:47]=[C:46]([CH:48]([F:50])[F:49])[CH:45]=[CH:44][N:43]=3)[CH:37]=[C:38]([CH3:40])[CH:39]=2)[CH:31]=[N:30]1, predict the reaction product.